Task: Predict the reaction yield, written as a fraction of the theoretical maximum amount of product (1.0 means a 100% yield; for example, 0.34 means a 34% yield).. Dataset: Reaction yield outcomes from USPTO patents with 853,638 reactions (1) The reactants are [CH3:1][C:2]1(O)[CH2:6][CH2:5][CH2:4][CH2:3]1.[OH:8][S:9]([OH:12])(=[O:11])=[O:10].[OH:13][OH:14]. No catalyst specified. The product is [OH:11][S:9]([OH:12])(=[O:10])=[O:8].[CH3:1][C:2]1([O:13][O:14][C:2]2([CH3:1])[CH2:6][CH2:5][CH2:4][CH2:3]2)[CH2:6][CH2:5][CH2:4][CH2:3]1. The yield is 0.700. (2) The reactants are Br[C:2]1[C:7]([NH2:8])=[C:6]([F:9])[C:5]([CH3:10])=[CH:4][CH:3]=1.C(N(CC)C(C)C)(C)C.C(OCC)(=O)C.O. The catalyst is CN(C)C=O.CO. The product is [F:9][C:6]1[C:5]([CH3:10])=[CH:4][CH:3]=[CH:2][C:7]=1[NH2:8]. The yield is 0.710. (3) The reactants are Br[CH2:2][C:3]#[N:4].C(N(C(C)C)C(C)C)C.[CH:14]([S:17][C:18](=[O:31])[CH2:19][C@H:20]([NH:24][C:25](=[O:30])[CH2:26][CH2:27][CH:28]=[CH2:29])[C:21]([OH:23])=[O:22])([CH3:16])[CH3:15].[Cl-].[NH4+]. The catalyst is CN(C=O)C. The product is [CH:14]([S:17][C:18](=[O:31])[CH2:19][C@H:20]([NH:24][C:25](=[O:30])[CH2:26][CH2:27][CH:28]=[CH2:29])[C:21]([O:23][CH2:2][C:3]#[N:4])=[O:22])([CH3:16])[CH3:15]. The yield is 0.700. (4) The reactants are [CH:1]12[N:8]([C:9](Cl)=[O:10])[CH:5]([CH2:6][CH2:7]1)[CH2:4][CH2:3][CH2:2]2.[F:12][C:13]1[CH:14]=[CH:15][C:16]([NH:19][NH2:20])=[N:17][CH:18]=1.CCN(C(C)C)C(C)C. The catalyst is C(Cl)Cl. The product is [F:12][C:13]1[CH:14]=[CH:15][C:16]([NH:19][NH:20][C:9]([N:8]2[CH:5]3[CH2:6][CH2:7][CH:1]2[CH2:2][CH2:3][CH2:4]3)=[O:10])=[N:17][CH:18]=1. The yield is 0.470. (5) The reactants are Cl[C:2]1[CH:3]=[CH:4][C:5]2[N:6]([C:8]([C:11]3[C:12]([O:17][CH3:18])=[N:13][CH:14]=[CH:15][CH:16]=3)=[CH:9][N:10]=2)[N:7]=1.[NH2:19][C@@H:20]1[CH2:25][CH2:24][CH2:23][N:22]([C:26]([O:28][C:29]([CH3:32])([CH3:31])[CH3:30])=[O:27])[CH2:21]1.C1(P(C2CCCCC2)C2C=CC=CC=2C2C(N(C)C)=CC=CC=2)CCCCC1.CC(C)([O-])C.[Na+]. The catalyst is C1(C)C=CC=CC=1. The product is [CH3:18][O:17][C:12]1[C:11]([C:8]2[N:6]3[N:7]=[C:2]([NH:19][C@@H:20]4[CH2:25][CH2:24][CH2:23][N:22]([C:26]([O:28][C:29]([CH3:32])([CH3:31])[CH3:30])=[O:27])[CH2:21]4)[CH:3]=[CH:4][C:5]3=[N:10][CH:9]=2)=[CH:16][CH:15]=[CH:14][N:13]=1. The yield is 0.420.